This data is from hERG Central: cardiac toxicity at 1µM, 10µM, and general inhibition. The task is: Predict hERG channel inhibition at various concentrations. (1) The molecule is O=C(NCCCn1ccnc1)c1cc(-c2ccncc2)nc2ccccc12. Results: hERG_inhib (hERG inhibition (general)): blocker. (2) The molecule is Cc1ccc(-n2c(-c3cccs3)c[n+]3c2CCc2ccccc2-3)cc1C.[Br-]. Results: hERG_inhib (hERG inhibition (general)): blocker.